Dataset: Catalyst prediction with 721,799 reactions and 888 catalyst types from USPTO. Task: Predict which catalyst facilitates the given reaction. (1) Reactant: Br[C:2]1[CH:7]=[CH:6][C:5]([CH2:8][N:9]2[CH2:14][CH2:13][N:12]([C:15]([O:17][C:18]([CH3:21])([CH3:20])[CH3:19])=[O:16])[CH2:11][CH2:10]2)=[C:4]([CH3:22])[CH:3]=1.[CH3:23][C:24]1[CH:29]=[C:28](B(O)O)[CH:27]=[CH:26][N:25]=1.C(=O)([O-])[O-].[K+].[K+].O1CCOCC1. Product: [CH3:22][C:4]1[CH:3]=[C:2]([C:28]2[CH:27]=[CH:26][N:25]=[C:24]([CH3:23])[CH:29]=2)[CH:7]=[CH:6][C:5]=1[CH2:8][N:9]1[CH2:14][CH2:13][N:12]([C:15]([O:17][C:18]([CH3:21])([CH3:20])[CH3:19])=[O:16])[CH2:11][CH2:10]1. The catalyst class is: 103. (2) Reactant: C([O:3][C:4]([C:6]1[CH:18]=[CH:17][C:9]([O:10][C:11]2[CH:16]=[CH:15][CH:14]=[CH:13][N:12]=2)=[CH:8][CH:7]=1)=[O:5])C.[OH-].[Na+]. Product: [N:12]1[CH:13]=[CH:14][CH:15]=[CH:16][C:11]=1[O:10][C:9]1[CH:17]=[CH:18][C:6]([C:4]([OH:5])=[O:3])=[CH:7][CH:8]=1. The catalyst class is: 8. (3) Reactant: [C:1]1([CH2:7][CH:8]([O:13][C:14]2[CH:23]=[CH:22][C:21]3[C:16](=[CH:17][CH:18]=[C:19]([C:24]4[N:25]([CH2:35][C:36]5[CH:41]=[CH:40][C:39]([C:42]([F:45])([F:44])[F:43])=[CH:38][CH:37]=5)[C:26]([C:29]5[CH:34]=[CH:33][CH:32]=[CH:31][CH:30]=5)=[CH:27][CH:28]=4)[CH:20]=3)[CH:15]=2)[C:9]([O:11]C)=[O:10])[CH:6]=[CH:5][CH:4]=[CH:3][CH:2]=1.[OH-].[Na+].C1COCC1.CO. Product: [C:1]1([CH2:7][CH:8]([O:13][C:14]2[CH:23]=[CH:22][C:21]3[C:16](=[CH:17][CH:18]=[C:19]([C:24]4[N:25]([CH2:35][C:36]5[CH:37]=[CH:38][C:39]([C:42]([F:45])([F:43])[F:44])=[CH:40][CH:41]=5)[C:26]([C:29]5[CH:34]=[CH:33][CH:32]=[CH:31][CH:30]=5)=[CH:27][CH:28]=4)[CH:20]=3)[CH:15]=2)[C:9]([OH:11])=[O:10])[CH:6]=[CH:5][CH:4]=[CH:3][CH:2]=1. The catalyst class is: 6. (4) Reactant: C[CH:2]([N:6]1[C:10]([C:11]2[S:12][C:13]([C:16]3[CH:21]=[CH:20][CH:19]=[C:18]([S:22]([CH3:25])(=[O:24])=[O:23])[CH:17]=3)=[CH:14][CH:15]=2)=[CH:9][C:8]([C:26]([F:29])([F:28])[F:27])=[N:7]1)[C:3]([OH:5])=[O:4].Cl[CH2:31][S:32][CH3:33].C(=O)([O-])[O-].[K+].[K+]. Product: [CH3:25][S:22]([C:18]1[CH:17]=[C:16]([C:13]2[S:12][C:11]([C:10]3[N:6]([CH2:2][C:3]([O:5][CH2:31][S:32][CH3:33])=[O:4])[N:7]=[C:8]([C:26]([F:27])([F:28])[F:29])[CH:9]=3)=[CH:15][CH:14]=2)[CH:21]=[CH:20][CH:19]=1)(=[O:24])=[O:23]. The catalyst class is: 18. (5) Reactant: [Mg].Br[CH:3]([CH3:5])[CH3:4].[CH:6]1[C:15]2[C:10](=[CH:11][CH:12]=[CH:13][CH:14]=2)[CH:9]=[CH:8][C:7]=1[C:16]#N.S(=O)(=O)(O)[OH:19]. Product: [CH:3]([C:16]([C:7]1[CH:8]=[CH:9][C:10]2[C:15](=[CH:14][CH:13]=[CH:12][CH:11]=2)[CH:6]=1)=[O:19])([CH3:5])[CH3:4]. The catalyst class is: 27. (6) Reactant: [C:1]([O:6][CH2:7][CH2:8][N:9]=[C:10]=[O:11])(=[O:5])[C:2]([CH3:4])=[CH2:3].[CH2:12]([O:14][P:15]([CH2:20][CH2:21][CH2:22][CH2:23][CH2:24][CH2:25][NH2:26])(=[O:19])[O:16][CH2:17][CH3:18])[CH3:13]. Product: [CH2:17]([O:16][P:15]([CH2:20][CH2:21][CH2:22][CH2:23][CH2:24][CH2:25][NH:26][C:10]([NH:9][CH2:8][CH2:7][O:6][C:1](=[O:5])[C:2]([CH3:4])=[CH2:3])=[O:11])(=[O:19])[O:14][CH2:12][CH3:13])[CH3:18]. The catalyst class is: 2. (7) The catalyst class is: 812. Reactant: [C:1]([C:5]1[CH:6]=[CH:7][CH:8]=[C:9]2[C:14]=1[N:13]=[C:12]([C:15]1[N:19]3[CH:20]=[C:21]([C@H:24]([N:26]4[CH2:30][CH2:29][C@H:28]([NH:31]C(=O)OC(C)(C)C)[CH2:27]4)[CH3:25])[CH:22]=[CH:23][C:18]3=[N:17][N:16]=1)[CH:11]=[CH:10]2)([CH3:4])([CH3:3])[CH3:2].Cl. Product: [C:1]([C:5]1[CH:6]=[CH:7][CH:8]=[C:9]2[C:14]=1[N:13]=[C:12]([C:15]1[N:19]3[CH:20]=[C:21]([C@H:24]([N:26]4[CH2:30][CH2:29][C@H:28]([NH2:31])[CH2:27]4)[CH3:25])[CH:22]=[CH:23][C:18]3=[N:17][N:16]=1)[CH:11]=[CH:10]2)([CH3:2])([CH3:3])[CH3:4]. (8) Reactant: [CH2:1]([O:8][C:9](=[O:33])[CH2:10][N:11]1[C:17]2[C:18](C)=[CH:19][C:20](C)=[CH:21][C:16]=2[NH:15][CH2:14][C@H:13]([NH:24]C(OC(C)(C)C)=O)[C:12]1=[O:32])C1C=CC=CC=1.C(OC(N[C@@H](CNC1C=C(C)C=C(C)C=1N)C(O)=O)=O)(C)(C)C.C(OC(=O)CN1C2C=CC=CC=2NC[C@H](NC(OC(C)(C)C)=O)C1=O)C1C=CC=CC=1.COC(=O)CN1C2C=CC=CC=2N(C(=O)CCC2C=CC=CC=2)C[C@H](NC(=O)C2C=CC=CC=2)C1=O.[ClH:124].COC(=O)CN1C2C=CC=CC=2NC[C@H](NC(OC(C)(C)C)=O)C1=O. Product: [ClH:124].[CH3:1][O:8][C:9](=[O:33])[CH2:10][N:11]1[C:17]2[CH:18]=[CH:19][CH:20]=[CH:21][C:16]=2[NH:15][CH2:14][C@H:13]([NH2:24])[C:12]1=[O:32]. The catalyst class is: 2. (9) Reactant: F[C:2]1[CH:7]=[CH:6][C:5]([N+:8]([O-:10])=[O:9])=[C:4]([O:11][CH3:12])[CH:3]=1.[NH:13]1[CH2:18][CH2:17][O:16][CH2:15][CH2:14]1.C([O-])([O-])=O.[K+].[K+].O. Product: [CH3:12][O:11][C:4]1[CH:3]=[C:2]([N:13]2[CH2:18][CH2:17][O:16][CH2:15][CH2:14]2)[CH:7]=[CH:6][C:5]=1[N+:8]([O-:10])=[O:9]. The catalyst class is: 3.